Predict which catalyst facilitates the given reaction. From a dataset of Catalyst prediction with 721,799 reactions and 888 catalyst types from USPTO. (1) Reactant: [Cl:1][C:2]1[CH:7]=[CH:6][C:5]([CH2:8][CH:9]([NH2:12])[CH2:10][CH3:11])=[CH:4][C:3]=1[O:13][CH2:14][CH3:15].[CH:16](O)=[O:17]. Product: [Cl:1][C:2]1[CH:7]=[CH:6][C:5]([CH2:8][CH:9]([NH:12][CH:16]=[O:17])[CH2:10][CH3:11])=[CH:4][C:3]=1[O:13][CH2:14][CH3:15]. The catalyst class is: 12. (2) The catalyst class is: 1. Reactant: [CH3:1][O:2][C:3]1[CH:4]=[C:5]([CH:12]=[C:13]([C:15]([F:18])([F:17])[F:16])[CH:14]=1)[C:6](N(OC)C)=[O:7].[CH3:19][Mg]Br. Product: [CH3:1][O:2][C:3]1[CH:4]=[C:5]([C:6](=[O:7])[CH3:19])[CH:12]=[C:13]([C:15]([F:16])([F:17])[F:18])[CH:14]=1. (3) Reactant: [O:1]1[CH2:3][CH:2]1[CH2:4][O:5][C:6]1[CH:13]=[CH:12][C:9]([C:10]#[N:11])=[CH:8][CH:7]=1.[CH2:14]([N:16]1[N:20]=[N:19][C:18]([N:21]2[CH2:28][CH:27]3[CH2:29][CH:23]([CH2:24][NH:25][CH2:26]3)[CH2:22]2)=[N:17]1)[CH3:15].O. Product: [CH2:14]([N:16]1[N:20]=[N:19][C:18]([N:21]2[CH2:22][CH:23]3[CH2:29][CH:27]([CH2:26][N:25]([CH2:3][CH:2]([OH:1])[CH2:4][O:5][C:6]4[CH:13]=[CH:12][C:9]([C:10]#[N:11])=[CH:8][CH:7]=4)[CH2:24]3)[CH2:28]2)=[N:17]1)[CH3:15]. The catalyst class is: 32. (4) Reactant: [F:1][C:2]1[CH:7]=[CH:6][CH:5]=[C:4]([F:8])[C:3]=1[C:9]1[N:14]=[C:13]([C:15]([NH:17][C:18]2[C:19]([O:24][CH2:25][CH2:26][CH:27]3[CH2:31][O:30]C(C)(C)[O:28]3)=[N:20][CH:21]=[N:22][CH:23]=2)=[O:16])[CH:12]=[CH:11][C:10]=1[F:34].Cl.C([O-])([O-])=O.[Na+].[Na+].O. Product: [F:8][C:4]1[CH:5]=[CH:6][CH:7]=[C:2]([F:1])[C:3]=1[C:9]1[N:14]=[C:13]([C:15]([NH:17][C:18]2[C:19]([O:24][CH2:25][CH2:26][CH:27]([OH:28])[CH2:31][OH:30])=[N:20][CH:21]=[N:22][CH:23]=2)=[O:16])[CH:12]=[CH:11][C:10]=1[F:34]. The catalyst class is: 5. (5) The catalyst class is: 1. Product: [CH2:1]([CH:7]([CH2:39][CH2:40][CH2:41][CH3:42])[CH2:8][O:9][C:10]1[C:18]2[S:19][C:20]([Sn:53]([CH3:55])([CH3:54])[CH3:52])=[CH:21][C:17]=2[C:16]([O:22][CH2:23][CH:24]([CH2:33][CH3:34])[CH2:25][CH2:26][CH2:27][CH3:28])=[C:12]2[S:13][C:14]([Sn:53]([CH3:55])([CH3:54])[CH3:52])=[CH:15][C:11]=12)[CH3:2]. Reactant: [CH2:1]([CH:7]([CH2:39][CH2:40][CH2:41][CH2:42]CCCC)[CH2:8][O:9][C:10]1[C:18]2[S:19][CH:20]=[CH:21][C:17]=2[C:16]([O:22][CH2:23][CH:24]([CH2:33][CH2:34]CCCC)[CH2:25][CH2:26][CH2:27][CH2:28]CCCC)=[C:12]2[S:13][CH:14]=[CH:15][C:11]=12)[CH2:2]CCCC.C([Li])CCC.[CH3:52][Sn:53](Cl)([CH3:55])[CH3:54].O.